Dataset: Catalyst prediction with 721,799 reactions and 888 catalyst types from USPTO. Task: Predict which catalyst facilitates the given reaction. (1) Reactant: C1(P(C2C=CC=CC=2)C2C=CC=CC=2)C=CC=CC=1.BrN1C(=O)CCC1=O.[Cl:28][C:29]1[CH:30]=[C:31]([C@@H:39]([CH2:43][CH:44]2[CH2:48][CH2:47][CH2:46][CH2:45]2)[C:40]([OH:42])=O)[CH:32]=[CH:33][C:34]=1[S:35]([CH3:38])(=[O:37])=[O:36].[NH2:49][C:50]1[S:51][C:52]([CH3:55])=[CH:53][N:54]=1.N1C=CC=CC=1. Product: [Cl:28][C:29]1[CH:30]=[C:31]([C@@H:39]([CH2:43][CH:44]2[CH2:48][CH2:47][CH2:46][CH2:45]2)[C:40]([NH:49][C:50]2[S:51][C:52]([CH3:55])=[CH:53][N:54]=2)=[O:42])[CH:32]=[CH:33][C:34]=1[S:35]([CH3:38])(=[O:36])=[O:37]. The catalyst class is: 34. (2) Reactant: [Cl:1][C:2]1[CH:3]=[CH:4][C:5]([OH:22])=[C:6]([CH:21]=1)[C:7]([NH:9][C:10]1[CH:11]=[CH:12][C:13]2[CH:17]=[CH:16][S:15](=[O:19])(=[O:18])[C:14]=2[CH:20]=1)=[O:8].[OH-:23].[Na+].[CH3:25]O. Product: [CH3:25][O:18][S:15]([C:14]1[CH:20]=[C:10]([NH:9][C:7](=[O:8])[C:6]2[CH:21]=[C:2]([Cl:1])[CH:3]=[CH:4][C:5]=2[OH:22])[CH:11]=[CH:12][C:13]=1[CH:17]=[CH2:16])(=[O:23])=[O:19]. The catalyst class is: 25. (3) Reactant: Br[C:2]1[CH:17]=[CH:16][C:5]([O:6][C:7]2[N:8]=[C:9]3[CH:14]=[CH:13][CH:12]=[CH:11][N:10]3[CH:15]=2)=[CH:4][CH:3]=1.[NH:18]1[C:22]2=[N:23][CH:24]=[CH:25][CH:26]=[C:21]2[CH2:20][C:19]1=[O:27].CN[C@@H]1CCCC[C@H]1NC.C([O-])([O-])=O.[K+].[K+]. Product: [N:8]1[C:7]([O:6][C:5]2[CH:16]=[CH:17][C:2]([N:18]3[C:22]4=[N:23][CH:24]=[CH:25][CH:26]=[C:21]4[CH2:20][C:19]3=[O:27])=[CH:3][CH:4]=2)=[CH:15][N:10]2[CH:11]=[CH:12][CH:13]=[CH:14][C:9]=12. The catalyst class is: 205. (4) Reactant: [Br:1][C:2]1[N:3]2[CH2:19][C@@H:18]([C:20]([O:22]CC)=[O:21])[CH2:17][C:16](=[O:25])[CH:5]3[C@@H:6]([NH:11][C:12]([O:14][CH3:15])=[O:13])[CH2:7][CH2:8][C:9]([CH:10]=1)=[C:4]23.[OH-].[Li+].Cl. Product: [Br:1][C:2]1[N:3]2[CH2:19][C@@H:18]([C:20]([OH:22])=[O:21])[CH2:17][C:16](=[O:25])[CH:5]3[C@@H:6]([NH:11][C:12]([O:14][CH3:15])=[O:13])[CH2:7][CH2:8][C:9]([CH:10]=1)=[C:4]23. The catalyst class is: 30. (5) Reactant: C([O:3][C:4](=O)[CH2:5][C:6]1[N:7]=[C:8]2[CH:13]=[CH:12][CH:11]=[C:10]([C:14](=[O:27])[NH:15][CH2:16][C:17]34[CH2:26][CH:21]5[CH2:22][CH:23]([CH2:25][CH:19]([CH2:20]5)[CH2:18]3)[CH2:24]4)[N:9]2[CH:28]=1)C.[Li+].[BH4-]. Product: [C:17]12([CH2:16][NH:15][C:14]([C:10]3[N:9]4[CH:28]=[C:6]([CH2:5][CH2:4][OH:3])[N:7]=[C:8]4[CH:13]=[CH:12][CH:11]=3)=[O:27])[CH2:24][CH:23]3[CH2:25][CH:19]([CH2:20][CH:21]([CH2:22]3)[CH2:26]1)[CH2:18]2. The catalyst class is: 1. (6) Reactant: [CH3:1][C@@H:2]([OH:20])[C@H:3]1[C:9](=[O:10])[N:8]2[C@@H:4]1[CH2:5][C:6]([S:14][CH2:15][CH2:16][NH:17][CH:18]=[NH:19])=[C:7]2[C:11]([OH:13])=[O:12]. Product: [CH3:1][C@@H:2]([OH:20])[C@H:3]1[C:9](=[O:10])[N:8]2[C@@H:4]1[CH2:5][C:6]([S:14][CH2:15][CH2:16][N:17]=[CH:18][NH2:19])=[C:7]2[C:11]([OH:13])=[O:12].[OH2:10]. The catalyst class is: 4. (7) Reactant: [CH2:1]([C@@H:8]1[NH:13][CH2:12][CH2:11][N:10]([C:14]2[CH:19]=[CH:18][C:17]([O:20][CH3:21])=[C:16]([O:22][CH:23]3[CH2:27][CH2:26][CH2:25][CH2:24]3)[CH:15]=2)[CH2:9]1)[C:2]1[CH:7]=[CH:6][CH:5]=[CH:4][CH:3]=1.[C:28](O[BH-](OC(=O)C)OC(=O)C)(=O)C. Product: [CH2:1]([C@H:8]1[CH2:9][N:10]([C:14]2[CH:19]=[CH:18][C:17]([O:20][CH3:21])=[C:16]([O:22][CH:23]3[CH2:27][CH2:26][CH2:25][CH2:24]3)[CH:15]=2)[CH2:11][CH2:12][N:13]1[CH3:28])[C:2]1[CH:3]=[CH:4][CH:5]=[CH:6][CH:7]=1. The catalyst class is: 2. (8) Reactant: [NH:1]1[C:9]2[C:4](=[CH:5][CH:6]=[CH:7][CH:8]=2)[CH:3]=[C:2]1[C:10]([OH:12])=O.C1N=CN(C(N2C=NC=C2)=O)C=1.[C:25]([O:29][C:30]([N:32]1[CH2:37][CH2:36][CH2:35][C@@H:34]2[CH2:38][NH:39][CH2:40][C@H:33]12)=[O:31])([CH3:28])([CH3:27])[CH3:26]. Product: [C:25]([O:29][C:30]([N:32]1[CH2:37][CH2:36][CH2:35][CH:34]2[CH2:38][N:39]([C:10]([C:2]3[NH:1][C:9]4[C:4]([CH:3]=3)=[CH:5][CH:6]=[CH:7][CH:8]=4)=[O:12])[CH2:40][CH:33]12)=[O:31])([CH3:28])([CH3:26])[CH3:27]. The catalyst class is: 1. (9) Reactant: Br[C:2]1[N:10]=[CH:9][N:8]=[C:7]2[C:3]=1[N:4]=[CH:5][NH:6]2.[Cl:11][C:12]1[CH:21]=[C:20]([CH:22]([NH2:24])[CH3:23])[C:19]([C:25]2[CH:30]=[CH:29][CH:28]=[C:27]([F:31])[CH:26]=2)=[C:18]2[C:13]=1[CH:14]=[CH:15][N:16]=[CH:17]2.C(N(CC)C(C)C)(C)C. Product: [Cl:11][C:12]1[CH:21]=[C:20]([CH:22]([NH:24][C:2]2[N:10]=[CH:9][N:8]=[C:7]3[C:3]=2[N:4]=[CH:5][NH:6]3)[CH3:23])[C:19]([C:25]2[CH:30]=[CH:29][CH:28]=[C:27]([F:31])[CH:26]=2)=[C:18]2[C:13]=1[CH:14]=[CH:15][N:16]=[CH:17]2. The catalyst class is: 32. (10) Reactant: [CH2:1]([N:3]1[C:7]2[CH:8]=[CH:9][C:10]([C:12]([OH:14])=O)=[CH:11][C:6]=2[N:5]=[C:4]1[NH:15][C:16]1[S:17][C:18]2[CH:24]=[C:23]([O:25][C:26]([F:29])([F:28])[F:27])[CH:22]=[CH:21][C:19]=2[N:20]=1)[CH3:2].[NH2:30][CH2:31][C:32]([N:34]([CH3:36])[CH3:35])=[O:33].CN(C(ON1N=NC2C=CC=CC1=2)=[N+](C)C)C.F[P-](F)(F)(F)(F)F.CCN(C(C)C)C(C)C. Product: [CH3:35][N:34]([CH3:36])[C:32]([CH2:31][NH:30][C:12]([C:10]1[CH:9]=[CH:8][C:7]2[N:3]([CH2:1][CH3:2])[C:4]([NH:15][C:16]3[S:17][C:18]4[CH:24]=[C:23]([O:25][C:26]([F:28])([F:27])[F:29])[CH:22]=[CH:21][C:19]=4[N:20]=3)=[N:5][C:6]=2[CH:11]=1)=[O:14])=[O:33]. The catalyst class is: 3.